From a dataset of Full USPTO retrosynthesis dataset with 1.9M reactions from patents (1976-2016). Predict the reactants needed to synthesize the given product. (1) Given the product [F:1][C:2]1[CH:3]=[CH:4][C:5]([CH2:6][N:7]2[CH2:12][CH2:11][N:10]3[C:13]4[CH2:30][CH2:29][N:28]([CH2:51][C:52]5[CH:57]=[CH:56][N:55]=[CH:54][CH:53]=5)[C:27](=[O:31])[C:14]=4[C:15]([O:16][S:17]([C:20]4[C:21]([CH3:26])=[CH:22][CH:23]=[CH:24][CH:25]=4)(=[O:19])=[O:18])=[C:9]3[C:8]2=[O:32])=[CH:33][CH:34]=1, predict the reactants needed to synthesize it. The reactants are: [F:1][C:2]1[CH:34]=[CH:33][C:5]([CH2:6][N:7]2[CH2:12][CH2:11][N:10]3[C:13]4[CH2:30][CH2:29][NH:28][C:27](=[O:31])[C:14]=4[C:15]([O:16][S:17]([C:20]4[C:21]([CH3:26])=[CH:22][CH:23]=[CH:24][CH:25]=4)(=[O:19])=[O:18])=[C:9]3[C:8]2=[O:32])=[CH:4][CH:3]=1.C[Si]([N-][Si](C)(C)C)(C)C.[Li+].C1COCC1.Br[CH2:51][C:52]1[CH:57]=[CH:56][N:55]=[CH:54][CH:53]=1. (2) Given the product [CH3:19][O:20][C:21](=[O:28])[C@@H:22]([NH:27][C:15]([C:7]1[CH:6]=[N:5][C:4]([CH:1]2[CH2:2][CH2:3]2)=[C:9]([O:10][CH2:11][CH:12]2[CH2:13][CH2:14]2)[N:8]=1)=[O:17])[CH2:23][CH:24]1[CH2:26][CH2:25]1, predict the reactants needed to synthesize it. The reactants are: [CH:1]1([C:4]2[N:5]=[CH:6][C:7]([C:15]([OH:17])=O)=[N:8][C:9]=2[O:10][CH2:11][CH:12]2[CH2:14][CH2:13]2)[CH2:3][CH2:2]1.Cl.[CH3:19][O:20][C:21](=[O:28])[C@@H:22]([NH2:27])[CH2:23][CH:24]1[CH2:26][CH2:25]1. (3) Given the product [OH2:3].[OH2:39].[NH2:31][C@H:32]([C:38]([OH:40])=[O:39])[CH2:33][CH2:34][CH2:35][CH2:36][NH2:37].[CH2:1]([O:3][CH:4]([CH2:19][O:20][C:21]1[CH:26]=[CH:25][C:24]([C:27]([F:29])([F:28])[F:30])=[CH:23][CH:22]=1)[CH2:5][S:6][C:7]1[CH:17]=[CH:16][C:10]([O:11][CH2:12][C:13]([OH:15])=[O:14])=[C:9]([CH3:18])[CH:8]=1)[CH3:2], predict the reactants needed to synthesize it. The reactants are: [CH2:1]([O:3][CH:4]([CH2:19][O:20][C:21]1[CH:26]=[CH:25][C:24]([C:27]([F:30])([F:29])[F:28])=[CH:23][CH:22]=1)[CH2:5][S:6][C:7]1[CH:17]=[CH:16][C:10]([O:11][CH2:12][C:13]([OH:15])=[O:14])=[C:9]([CH3:18])[CH:8]=1)[CH3:2].[NH2:31][C@H:32]([C:38]([OH:40])=[O:39])[CH2:33][CH2:34][CH2:35][CH2:36][NH2:37].O. (4) Given the product [CH3:4][CH:3]([CH3:5])[C:14]([C:12]1[CH:13]=[N:8][CH:9]=[N:10][CH:11]=1)([C:16]1[CH:21]=[CH:20][C:19]([O:22][C:23]2[CH:28]=[CH:27][C:26]([C:29]([F:32])([F:30])[F:31])=[CH:25][CH:24]=2)=[CH:18][N:17]=1)[OH:15], predict the reactants needed to synthesize it. The reactants are: [Li+].[Cl-].[CH:3]([Mg]Cl)([CH3:5])[CH3:4].[N:8]1[CH:13]=[C:12]([C:14]([C:16]2[CH:21]=[CH:20][C:19]([O:22][C:23]3[CH:28]=[CH:27][C:26]([C:29]([F:32])([F:31])[F:30])=[CH:25][CH:24]=3)=[CH:18][N:17]=2)=[O:15])[CH:11]=[N:10][CH:9]=1. (5) Given the product [Cl:1][C:2]1[CH:3]=[C:4]2[C:9](=[CH:10][C:11]=1[O:12][C:13]1[CH:21]=[CH:20][C:16]([C:17](=[O:18])[NH:44][CH2:43][CH2:42][C:41]3[C:36]([CH:33]4[CH2:35][CH2:34]4)=[N:37][C:38]([C:45]([F:48])([F:46])[F:47])=[CH:39][CH:40]=3)=[CH:15][CH:14]=1)[O:8][CH2:7][CH2:6][CH:5]2[C:22]([O:24][CH2:25][CH3:26])=[O:23], predict the reactants needed to synthesize it. The reactants are: [Cl:1][C:2]1[CH:3]=[C:4]2[C:9](=[CH:10][C:11]=1[O:12][C:13]1[CH:21]=[CH:20][C:16]([C:17](O)=[O:18])=[CH:15][CH:14]=1)[O:8][CH2:7][CH2:6][CH:5]2[C:22]([O:24][CH2:25][CH3:26])=[O:23].C(Cl)(=O)C(Cl)=O.[CH:33]1([C:36]2[C:41]([CH2:42][CH2:43][NH2:44])=[CH:40][CH:39]=[C:38]([C:45]([F:48])([F:47])[F:46])[N:37]=2)[CH2:35][CH2:34]1.C(N(C(C)C)CC)(C)C.